Predict hERG channel inhibition at various concentrations. From a dataset of hERG Central: cardiac toxicity at 1µM, 10µM, and general inhibition. The drug is Cl.Fc1ccc2c(c1)nnn2C1CCN(Cc2nnnn2CCc2ccccc2)CC1. Results: hERG_inhib (hERG inhibition (general)): blocker.